This data is from Reaction yield outcomes from USPTO patents with 853,638 reactions. The task is: Predict the reaction yield, written as a fraction of the theoretical maximum amount of product (1.0 means a 100% yield; for example, 0.34 means a 34% yield). The reactants are C(NC(C)C)(C)C.[Li]CCCC.[C:13]([O:16][CH2:17][CH3:18])(=[O:15])[CH3:14].[Br:19][C:20]1[C:25]2[N:26]=[C:27]([C:31]3[CH:36]=[CH:35][CH:34]=[C:33]([C:37]([F:40])([F:39])[F:38])[CH:32]=3)[O:28][C:29](=O)[C:24]=2[CH:23]=[N:22][CH:21]=1.[OH-].[Na+]. The catalyst is [Cl-].[Na+].O.C1COCC1. The product is [Br:19][C:20]1[CH:21]=[N:22][CH:23]=[C:24]2[C:25]=1[NH:26][C:27]([C:31]1[CH:36]=[CH:35][CH:34]=[C:33]([C:37]([F:38])([F:40])[F:39])[CH:32]=1)=[C:14]([C:13]([O:16][CH2:17][CH3:18])=[O:15])[C:29]2=[O:28]. The yield is 0.770.